Task: Predict the reaction yield, written as a fraction of the theoretical maximum amount of product (1.0 means a 100% yield; for example, 0.34 means a 34% yield).. Dataset: Reaction yield outcomes from USPTO patents with 853,638 reactions (1) The product is [CH2:30]([O:29]/[N:28]=[C:17]1\[CH2:16][C@@H:15]2[C@@H:25]([C@:23]3([CH3:24])[CH:18]\1[CH2:19][C:20](=[O:53])[CH2:21][CH2:22]3)[CH2:26][CH2:27][C@@:4]1([CH3:5])[C@H:6]2[CH2:7][CH2:8][C:3]1=[O:2])[CH:31]=[CH2:32]. No catalyst specified. The reactants are C1CO[C:8]23OCCO[C:3]2([C@:4]2([CH2:27][CH2:26][C@H:25]4[C@@H:15]([CH2:16]/[C:17](=[N:28]\[O:29][CH2:30][CH:31]=[CH2:32])/[CH:18]5[C@:23]4([CH3:24])[CH2:22][CH2:21][CH2:20][CH2:19]5)[C@@H:6]2[CH2:7]3)[CH3:5])[O:2]1.C([C@@H]1C2[C@](C)(CCC(=[O:53])C2)[C@@H]2[C@H]([C@H]3[C@@](CC2)(C)C(=O)CC3)C1)#N. The yield is 0.700. (2) The reactants are [NH2:1][C:2]1[N:7]=[CH:6][N:5]=[C:4]([NH:8][C@H:9]([C:11]2[N:20]([C:21]3[CH:26]=[CH:25][CH:24]=[CH:23][CH:22]=3)[C:19](=[O:27])[C:18]3[C:13](=[CH:14][CH:15]=[CH:16][C:17]=3Cl)[N:12]=2)[CH3:10])[C:3]=1[C:29]1[O:30][C:31]([CH3:34])=[N:32][N:33]=1.[CH3:35][N:36]1[CH:40]=[C:39](B2OC(C)(C)C(C)(C)O2)[CH:38]=[N:37]1.C([O-])([O-])=O.[Na+].[Na+].C(Cl)Cl. The catalyst is CC(N(C)C)=O.O.C1C=CC(P(C2C=CC=CC=2)[C-]2C=CC=C2)=CC=1.C1C=CC(P(C2C=CC=CC=2)[C-]2C=CC=C2)=CC=1.Cl[Pd]Cl.[Fe+2]. The product is [NH2:1][C:2]1[N:7]=[CH:6][N:5]=[C:4]([NH:8][C@H:9]([C:11]2[N:20]([C:21]3[CH:26]=[CH:25][CH:24]=[CH:23][CH:22]=3)[C:19](=[O:27])[C:18]3[C:13](=[CH:14][CH:15]=[CH:16][C:17]=3[C:39]3[CH:38]=[N:37][N:36]([CH3:35])[CH:40]=3)[N:12]=2)[CH3:10])[C:3]=1[C:29]1[O:30][C:31]([CH3:34])=[N:32][N:33]=1. The yield is 0.850. (3) The reactants are [Cl:1][C:2]1[CH:3]=[CH:4][C:5]([O:22][CH:23]([F:25])[F:24])=[C:6]([C:8]2[N:12]([CH2:13][O:14][CH2:15][CH2:16][Si:17]([CH3:20])([CH3:19])[CH3:18])[N:11]=[CH:10][C:9]=2[NH2:21])[CH:7]=1.[N:26]1[N:30]2[CH:31]=[CH:32][CH:33]=[N:34][C:29]2=[C:28]([C:35](Cl)=[O:36])[CH:27]=1.CCN(C(C)C)C(C)C. The catalyst is C1COCC1. The product is [Cl:1][C:2]1[CH:3]=[CH:4][C:5]([O:22][CH:23]([F:24])[F:25])=[C:6]([C:8]2[N:12]([CH2:13][O:14][CH2:15][CH2:16][Si:17]([CH3:20])([CH3:18])[CH3:19])[N:11]=[CH:10][C:9]=2[NH:21][C:35]([C:28]2[CH:27]=[N:26][N:30]3[CH:31]=[CH:32][CH:33]=[N:34][C:29]=23)=[O:36])[CH:7]=1. The yield is 0.730. (4) The reactants are [Cl:1][C:2]1[N:7]=[CH:6][C:5]([S:8]([NH:11][C:12]2[C:21](Cl)=[N:20][C:19]3[C:14](=[CH:15][CH:16]=[CH:17][CH:18]=3)[N:13]=2)(=[O:10])=[O:9])=[CH:4][CH:3]=1.[CH3:23][O:24][C:25]1[CH:26]=[C:27]([CH:29]=[C:30]([O:32][CH3:33])[CH:31]=1)[NH2:28].C1(C)C=CC=CC=1. The catalyst is CCOCC. The product is [Cl:1][C:2]1[N:7]=[CH:6][C:5]([S:8]([NH:11][C:12]2[C:21]([NH:28][C:27]3[CH:29]=[C:30]([O:32][CH3:33])[CH:31]=[C:25]([O:24][CH3:23])[CH:26]=3)=[N:20][C:19]3[C:14](=[CH:15][CH:16]=[CH:17][CH:18]=3)[N:13]=2)(=[O:10])=[O:9])=[CH:4][CH:3]=1. The yield is 0.890. (5) The reactants are Cl[C:2]1[N:10]=[CH:9][C:8]([F:11])=[CH:7][C:3]=1[C:4]([OH:6])=[O:5].C([O-])([O-])=O.[K+].[K+].CN(C=O)C.[S:23]1[CH2:27][CH2:26][CH:25]([NH2:28])[CH2:24]1. The catalyst is [Cu].[Cu]Br.C(OCC)(=O)C.CO. The product is [F:11][C:8]1[CH:9]=[N:10][C:2]([NH:28][CH:25]2[CH2:26][CH2:27][S:23][CH2:24]2)=[C:3]([CH:7]=1)[C:4]([OH:6])=[O:5]. The yield is 0.820. (6) The reactants are [OH-].[Na+].[O:3]=[C:4]([CH:6](P(=O)(OCC)OCC)[CH2:7][CH2:8][CH2:9][CH2:10][CH2:11][CH3:12])[CH3:5].[CH:21]1([CH:24]=O)[CH2:23][CH2:22]1. The catalyst is O.ClCCl. The product is [CH:21]1(/[CH:24]=[CH:5]/[C:4](=[O:3])/[C:6](=[CH:24]/[CH:21]2[CH2:23][CH2:22]2)/[CH2:7][CH2:8][CH2:9][CH2:10][CH2:11][CH3:12])[CH2:23][CH2:22]1.[CH:21]1(/[CH:24]=[C:6](\[CH2:7][CH2:8][CH2:9][CH2:10][CH2:11][CH3:12])/[C:4](=[O:3])[CH3:5])[CH2:23][CH2:22]1. The yield is 0.0500. (7) The product is [CH3:17][O:8][C:7](=[O:9])[C:6]1[CH:10]=[C:2]([F:1])[CH:3]=[CH:4][C:5]=1[CH3:11]. The reactants are [F:1][C:2]1[CH:3]=[CH:4][C:5]([CH3:11])=[C:6]([CH:10]=1)[C:7]([OH:9])=[O:8].OS(O)(=O)=O.[CH3:17]O. No catalyst specified. The yield is 0.780. (8) The reactants are Br[C:2]1[CH:3]=[C:4]([N+:11]([O-:13])=[O:12])[CH:5]=[C:6]([N+:8]([O-:10])=[O:9])[CH:7]=1.[C:14]1([CH3:20])C=CC=C[CH:15]=1.C([O-])([O-])=O.[Cs+].[Cs+].B1(C2CC2)OC(=O)CN(C)CC(=O)O1. The catalyst is O. The product is [CH:20]1([C:2]2[CH:3]=[C:4]([N+:11]([O-:13])=[O:12])[CH:5]=[C:6]([N+:8]([O-:10])=[O:9])[CH:7]=2)[CH2:14][CH2:15]1. The yield is 0.640. (9) The reactants are [CH3:1][C:2]1([CH3:22])[C@H:6]([C:7]2[CH:12]=[CH:11][C:10]([CH3:13])=[CH:9][CH:8]=2)[C:5]2[C:14]([CH3:21])=[C:15]([NH2:20])[C:16]([CH3:19])=[C:17]([CH3:18])[C:4]=2[O:3]1.[CH3:23][O:24][C:25]1[CH:30]=[CH:29][C:28]([CH:31]([CH3:35])C(O)=O)=[CH:27][CH:26]=1.[C:36](OCC)(=[O:38])C.CCCCCC. No catalyst specified. The yield is 0.210. The product is [CH3:23][O:24][C:25]1[CH:26]=[CH:27][C:28]([CH2:31][CH2:35][C:36]([NH:20][C:15]2[C:16]([CH3:19])=[C:17]([CH3:18])[C:4]3[O:3][C:2]([CH3:22])([CH3:1])[C@H:6]([C:7]4[CH:8]=[CH:9][C:10]([CH3:13])=[CH:11][CH:12]=4)[C:5]=3[C:14]=2[CH3:21])=[O:38])=[CH:29][CH:30]=1.